From a dataset of Merck oncology drug combination screen with 23,052 pairs across 39 cell lines. Regression. Given two drug SMILES strings and cell line genomic features, predict the synergy score measuring deviation from expected non-interaction effect. (1) Drug 1: NC1CCCCC1N.O=C(O)C(=O)O.[Pt+2]. Drug 2: Cn1cc(-c2cnn3c(N)c(Br)c(C4CCCNC4)nc23)cn1. Cell line: VCAP. Synergy scores: synergy=12.2. (2) Drug 1: N.N.O=C(O)C1(C(=O)O)CCC1.[Pt]. Drug 2: N#Cc1ccc(Cn2cncc2CN2CCN(c3cccc(Cl)c3)C(=O)C2)cc1. Cell line: UACC62. Synergy scores: synergy=-9.77. (3) Drug 1: O=S1(=O)NC2(CN1CC(F)(F)F)C1CCC2Cc2cc(C=CCN3CCC(C(F)(F)F)CC3)ccc2C1. Drug 2: COC12C(COC(N)=O)C3=C(C(=O)C(C)=C(N)C3=O)N1CC1NC12. Cell line: VCAP. Synergy scores: synergy=11.1. (4) Drug 1: NC1(c2ccc(-c3nc4ccn5c(=O)[nH]nc5c4cc3-c3ccccc3)cc2)CCC1. Drug 2: CC(C)CC(NC(=O)C(Cc1ccccc1)NC(=O)c1cnccn1)B(O)O. Cell line: OVCAR3. Synergy scores: synergy=-19.6. (5) Drug 1: CCN(CC)CCNC(=O)c1c(C)[nH]c(C=C2C(=O)Nc3ccc(F)cc32)c1C. Synergy scores: synergy=48.6. Drug 2: C=CCn1c(=O)c2cnc(Nc3ccc(N4CCN(C)CC4)cc3)nc2n1-c1cccc(C(C)(C)O)n1. Cell line: UWB1289.